This data is from Full USPTO retrosynthesis dataset with 1.9M reactions from patents (1976-2016). The task is: Predict the reactants needed to synthesize the given product. (1) Given the product [CH:13]([N:12]1[C:8]([C:6]2[CH:5]=[CH:4][N:3]=[C:2]([NH:1][C:18]3[CH:28]=[CH:27][C:21]([C:22]([O:24][CH2:25][CH3:26])=[O:23])=[C:20]([CH3:29])[N:19]=3)[N:7]=2)=[CH:9][N:10]=[C:11]1[CH3:16])([CH3:14])[CH3:15], predict the reactants needed to synthesize it. The reactants are: [NH2:1][C:2]1[N:7]=[C:6]([C:8]2[N:12]([CH:13]([CH3:15])[CH3:14])[C:11]([CH3:16])=[N:10][CH:9]=2)[CH:5]=[CH:4][N:3]=1.Cl[C:18]1[CH:28]=[CH:27][C:21]([C:22]([O:24][CH2:25][CH3:26])=[O:23])=[C:20]([CH3:29])[N:19]=1.C1C=CC(P(C2C(C3C(P(C4C=CC=CC=4)C4C=CC=CC=4)=CC=C4C=3C=CC=C4)=C3C(C=CC=C3)=CC=2)C2C=CC=CC=2)=CC=1. (2) Given the product [P:1]([O:13][CH2:36][Cl:35])([O:3][C:4]([CH3:6])([CH3:7])[CH3:5])([O:8][C:9]([CH3:12])([CH3:11])[CH3:10])=[O:2], predict the reactants needed to synthesize it. The reactants are: [P:1]([O-:13])([O:8][C:9]([CH3:12])([CH3:11])[CH3:10])([O:3][C:4]([CH3:7])([CH3:6])[CH3:5])=[O:2].[K+].C(=O)(O)[O-].[Na+].S([O-])([O-])(=O)=O.C([NH3+])CCC.C([NH3+])CCC.[Cl:35][CH2:36]OS(Cl)(=O)=O. (3) Given the product [F:79][C:78]1[CH:77]=[CH:76][CH:75]=[C:74]([F:64])[C:73]=1[CH2:66][C:67]([NH:31][C:29](=[S:30])[NH:28][C:26]1[CH:25]=[CH:24][C:3]([O:4][C:5]2[C:14]3[C:9](=[CH:10][C:11]([O:22][CH3:23])=[C:12]([C:15]([OH:17])=[O:16])[CH:13]=3)[N:8]=[CH:7][CH:6]=2)=[C:2]([F:1])[CH:27]=1)=[O:68], predict the reactants needed to synthesize it. The reactants are: [F:1][C:2]1[CH:27]=[C:26]([NH:28][C:29]([NH:31]C(=O)CC2C=CC=CC=2)=[S:30])[CH:25]=[CH:24][C:3]=1[O:4][C:5]1[C:14]2[C:9](=[CH:10][C:11]([O:22][CH3:23])=[C:12]([C:15]([O:17]C(C)(C)C)=[O:16])[CH:13]=2)[N:8]=[CH:7][CH:6]=1.NC1C=CC(OC2C3C(=CC(OC)=C(C(O)=O)C=3)N=CC=2)=C([F:64])C=1.F[CH:66]([C:73]1[C:78]([F:79])=[CH:77][CH:76]=[CH:75][CH:74]=1)[C:67](SN=C=O)=[O:68].CN(C)C(=O)C.